From a dataset of TCR-epitope binding with 47,182 pairs between 192 epitopes and 23,139 TCRs. Binary Classification. Given a T-cell receptor sequence (or CDR3 region) and an epitope sequence, predict whether binding occurs between them. (1) The epitope is SLYNTVATL. The TCR CDR3 sequence is CASSLLGGNSTQYF. Result: 0 (the TCR does not bind to the epitope). (2) The epitope is KLPDDFTGCV. The TCR CDR3 sequence is CASSQERTGKQETQYF. Result: 1 (the TCR binds to the epitope).